From a dataset of Forward reaction prediction with 1.9M reactions from USPTO patents (1976-2016). Predict the product of the given reaction. Given the reactants [Cl:1][C:2]1[CH:3]=[C:4]([N:9]([CH2:20][C:21]2[CH:29]=[CH:28][C:24]([C:25]([OH:27])=O)=[CH:23][CH:22]=2)[C:10]2[N:14]([CH3:15])[C:13]3[CH:16]=[CH:17][CH:18]=[CH:19][C:12]=3[N:11]=2)[CH:5]=[C:6]([Cl:8])[CH:7]=1.O.[NH:31]1[C:35]([NH2:36])=[N:34][N:33]=[N:32]1.C1C=CC2N(O)N=NC=2C=1.C(Cl)CCl.CCN(C(C)C)C(C)C, predict the reaction product. The product is: [Cl:1][C:2]1[CH:3]=[C:4]([N:9]([CH2:20][C:21]2[CH:29]=[CH:28][C:24]([C:25]([NH:36][C:35]3[NH:34][N:33]=[N:32][N:31]=3)=[O:27])=[CH:23][CH:22]=2)[C:10]2[N:14]([CH3:15])[C:13]3[CH:16]=[CH:17][CH:18]=[CH:19][C:12]=3[N:11]=2)[CH:5]=[C:6]([Cl:8])[CH:7]=1.